Dataset: Full USPTO retrosynthesis dataset with 1.9M reactions from patents (1976-2016). Task: Predict the reactants needed to synthesize the given product. (1) Given the product [CH2:25]([O:27][C:28](=[O:34])/[CH:29]=[CH:30]/[C:31]([N:7]1[C:6]2[CH:17]=[C:2]([CH3:1])[CH:3]=[CH:4][C:5]=2[O:10][CH:9]([C:11]2[CH:16]=[CH:15][CH:14]=[CH:13][CH:12]=2)[CH2:8]1)=[O:32])[CH3:26], predict the reactants needed to synthesize it. The reactants are: [CH3:1][C:2]1[CH:3]=[CH:4][C:5]2[O:10][CH:9]([C:11]3[CH:16]=[CH:15][CH:14]=[CH:13][CH:12]=3)[CH2:8][NH:7][C:6]=2[CH:17]=1.C(N(CC)CC)C.[CH2:25]([O:27][C:28](=[O:34])/[CH:29]=[CH:30]/[C:31](Cl)=[O:32])[CH3:26].O. (2) Given the product [CH2:20]([N:19]1[C:14]2[CH:13]=[C:12]([C:11]3[N:7]([CH:1]4[CH2:2][CH2:3][CH2:4][CH2:5][CH2:6]4)[CH:8]=[N:9][C:10]=3[C:24]3[CH:25]=[CH:26][CH:27]=[CH:28][CH:29]=3)[CH:17]=[CH:16][C:15]=2[N:18]=[CH:30]1)[CH:21]([CH3:23])[CH3:22], predict the reactants needed to synthesize it. The reactants are: [CH:1]1([N:7]2[C:11]([C:12]3[CH:17]=[CH:16][C:15]([NH2:18])=[C:14]([NH:19][CH2:20][CH:21]([CH3:23])[CH3:22])[CH:13]=3)=[C:10]([C:24]3[CH:29]=[CH:28][CH:27]=[CH:26][CH:25]=3)[N:9]=[CH:8]2)[CH2:6][CH2:5][CH2:4][CH2:3][CH2:2]1.[CH:30](OC)(OC)OC.